Task: Predict the product of the given reaction.. Dataset: Forward reaction prediction with 1.9M reactions from USPTO patents (1976-2016) (1) Given the reactants O.[NH2:2][NH2:3].N1C=CC=CC=1.C[O:11][C:12](=O)[CH2:13][O:14][CH2:15][C:16]1[CH:21]=[CH:20][C:19]([O:22][CH3:23])=[CH:18][CH:17]=1, predict the reaction product. The product is: [CH3:23][O:22][C:19]1[CH:20]=[CH:21][C:16]([CH2:15][O:14][CH2:13][C:12]([NH:2][NH2:3])=[O:11])=[CH:17][CH:18]=1. (2) Given the reactants F[C:2]1[CH:7]=[C:6]([F:8])[CH:5]=[CH:4][C:3]=1[C:9]1[N:14]=[CH:13][N:12]=[C:11]([NH:15][C:16]2[CH:21]=[CH:20][CH:19]=[C:18]([CH2:22][S:23]([CH3:26])(=[O:25])=[O:24])[CH:17]=2)[N:10]=1.[F:27][C:28]1[CH:33]=[C:32]([CH2:34][OH:35])[CH:31]=[CH:30][N:29]=1.C[Si]([N-][Si](C)(C)C)(C)C.[Na+].[Cl-].[NH4+], predict the reaction product. The product is: [F:8][C:6]1[CH:5]=[CH:4][C:3]([C:9]2[N:14]=[CH:13][N:12]=[C:11]([NH:15][C:16]3[CH:21]=[CH:20][CH:19]=[C:18]([CH2:22][S:23]([CH3:26])(=[O:25])=[O:24])[CH:17]=3)[N:10]=2)=[C:2]([O:35][CH2:34][C:32]2[CH:31]=[CH:30][N:29]=[C:28]([F:27])[CH:33]=2)[CH:7]=1. (3) Given the reactants [CH3:1][C:2]1[CH:11]=[CH:10][C:9]2[C:4](=[CH:5][CH:6]=[C:7]3[O:15][CH2:14][C@H:13]([CH2:16]OS(C4C=CC(Br)=CC=4)(=O)=O)[O:12][C:8]3=2)[N:3]=1.[C:28]([C:30]1[CH:31]=[C:32]2[C:36](=[CH:37][CH:38]=1)[N:35]([CH3:39])[CH:34]=[C:33]2[CH2:40][CH2:41][CH2:42][NH2:43])#[N:29].C(N(CC)CC)C, predict the reaction product. The product is: [CH3:39][N:35]1[C:36]2[C:32](=[CH:31][C:30]([C:28]#[N:29])=[CH:38][CH:37]=2)[C:33]([CH2:40][CH2:41][CH2:42][NH:43][CH2:16][CH:13]2[O:12][C:8]3=[C:9]4[C:4](=[CH:5][CH:6]=[C:7]3[O:15][CH2:14]2)[N:3]=[C:2]([CH3:1])[CH:11]=[CH:10]4)=[CH:34]1. (4) Given the reactants [NH2:1][C:2]1[CH:10]=[C:9]([O:11][Si:12]([CH:19]([CH3:21])[CH3:20])([CH:16]([CH3:18])[CH3:17])[CH:13]([CH3:15])[CH3:14])[CH:8]=[CH:7][C:3]=1[C:4]([OH:6])=[O:5].[C:22]([O:25][C:26]([C:29](Cl)=[O:30])([CH3:28])[CH3:27])(=[O:24])[CH3:23], predict the reaction product. The product is: [C:22]([O:25][C:26]([CH3:28])([CH3:27])[C:29]([NH:1][C:2]1[CH:10]=[C:9]([O:11][Si:12]([CH:16]([CH3:18])[CH3:17])([CH:19]([CH3:21])[CH3:20])[CH:13]([CH3:14])[CH3:15])[CH:8]=[CH:7][C:3]=1[C:4]([OH:6])=[O:5])=[O:30])(=[O:24])[CH3:23]. (5) Given the reactants CC1C=CC(S(O[CH2:12][CH:13]2[O:18][C:17]3[CH:19]=[C:20]([F:24])[CH:21]=[C:22]([F:23])[C:16]=3[O:15][CH2:14]2)(=O)=O)=CC=1.[CH2:25]([NH:28][CH2:29][CH2:30][CH3:31])[CH2:26][CH3:27], predict the reaction product. The product is: [F:23][C:22]1[C:16]2[O:15][CH2:14][CH:13]([CH2:12][N:28]([CH2:29][CH2:30][CH3:31])[CH2:25][CH2:26][CH3:27])[O:18][C:17]=2[CH:19]=[C:20]([F:24])[CH:21]=1. (6) The product is: [OH:47][CH:46]([C:11]1[C:6]2[C:5](=[O:23])[N:4]([CH2:24][CH2:25][CH2:26][O:27][CH:28]3[CH2:33][CH2:32][CH2:31][CH2:30][O:29]3)[C:3](=[O:34])[N:2]([CH3:1])[C:7]=2[N:8]=[CH:9][C:10]=1[O:12][C:13]1[CH:18]=[CH:17][CH:16]=[C:15]([C:19]([F:20])([F:21])[F:22])[CH:14]=1)[CH2:45][CH:44]([CH3:48])[CH3:43]. Given the reactants [CH3:1][N:2]1[C:7]2[N:8]=[CH:9][C:10]([O:12][C:13]3[CH:18]=[CH:17][CH:16]=[C:15]([C:19]([F:22])([F:21])[F:20])[CH:14]=3)=[CH:11][C:6]=2[C:5](=[O:23])[N:4]([CH2:24][CH2:25][CH2:26][O:27][CH:28]2[CH2:33][CH2:32][CH2:31][CH2:30][O:29]2)[C:3]1=[O:34].[Li+].CC([N-]C(C)C)C.[CH3:43][CH:44]([CH3:48])[CH2:45][CH:46]=[O:47], predict the reaction product. (7) Given the reactants [H-].[Al+3].[Li+].[H-].[H-].[H-].[Cl:7][C:8]1[CH:16]=[C:15]2[C:11]([C:12]([C:17](=O)[C:18]([CH3:21])([CH3:20])[CH3:19])=[CH:13][NH:14]2)=[CH:10][CH:9]=1, predict the reaction product. The product is: [Cl:7][C:8]1[CH:16]=[C:15]2[C:11]([C:12]([CH2:17][C:18]([CH3:21])([CH3:20])[CH3:19])=[CH:13][NH:14]2)=[CH:10][CH:9]=1.